This data is from Forward reaction prediction with 1.9M reactions from USPTO patents (1976-2016). The task is: Predict the product of the given reaction. (1) Given the reactants [CH:1]1([C:7]2[S:8][C:9]([C:13]([O:15]CC)=[O:14])=[C:10]([CH3:12])[N:11]=2)[CH2:6][CH2:5][CH2:4][CH2:3][CH2:2]1.[OH-].[Na+], predict the reaction product. The product is: [CH:1]1([C:7]2[S:8][C:9]([C:13]([OH:15])=[O:14])=[C:10]([CH3:12])[N:11]=2)[CH2:2][CH2:3][CH2:4][CH2:5][CH2:6]1. (2) Given the reactants [H-].[Na+].[F:3][CH:4]([C:9](OC)=O)[C:5]([O:7][CH3:8])=[O:6].COC(=O)/C=C/[C:18]1[CH:23]=[CH:22][C:21]([CH2:24][N:25]2[CH2:29][CH2:28][CH2:27][C@@H:26]2[CH2:30][C:31]2[C:39]3[C:34](=[CH:35][CH:36]=[CH:37][CH:38]=3)[NH:33][CH:32]=2)=[CH:20][CH:19]=1, predict the reaction product. The product is: [CH3:8][O:7][C:5](=[O:6])/[C:4](/[F:3])=[CH:9]/[C:18]1[CH:19]=[CH:20][C:21]([CH2:24][N:25]2[CH2:29][CH2:28][CH2:27][C@@H:26]2[CH2:30][C:31]2[C:39]3[C:34](=[CH:35][CH:36]=[CH:37][CH:38]=3)[NH:33][CH:32]=2)=[CH:22][CH:23]=1. (3) Given the reactants [CH3:1][CH:2]([CH3:34])[C@@H:3]([NH:8][S:9]([C:12]1[CH:33]=[CH:32][C:15]2[O:16][C:17]3[CH:22]=[C:21](B4OC(C)(C)C(C)(C)O4)[CH:20]=[CH:19][C:18]=3[C:14]=2[CH:13]=1)(=[O:11])=[O:10])[C:4]([O:6][CH3:7])=[O:5].Br[C:36]1[S:37][CH:38]=[CH:39][N:40]=1.C(Cl)Cl.[O-]P([O-])([O-])=O.[K+].[K+].[K+], predict the reaction product. The product is: [CH3:1][CH:2]([CH3:34])[C@@H:3]([NH:8][S:9]([C:12]1[CH:33]=[CH:32][C:15]2[O:16][C:17]3[CH:22]=[C:21]([C:36]4[S:37][CH:38]=[CH:39][N:40]=4)[CH:20]=[CH:19][C:18]=3[C:14]=2[CH:13]=1)(=[O:10])=[O:11])[C:4]([O:6][CH3:7])=[O:5].